The task is: Regression/Classification. Given a drug SMILES string, predict its toxicity properties. Task type varies by dataset: regression for continuous values (e.g., LD50, hERG inhibition percentage) or binary classification for toxic/non-toxic outcomes (e.g., AMES mutagenicity, cardiotoxicity, hepatotoxicity). Dataset: herg_karim.. This data is from hERG potassium channel inhibition data for cardiac toxicity prediction from Karim et al.. (1) The molecule is O=C(CNc1nn(CCO)c2ccc(C(F)(F)F)cc12)NC1CN([C@H]2CC[C@H](c3ccc4c(c3)OCO4)CC2)C1. The result is 1 (blocker). (2) The molecule is O=C(N1CCc2ncc(C(F)(F)F)cc2C1)[C@@]12CCC[C@@H]1C[C@@H](NC1CCCC1)C2. The result is 0 (non-blocker). (3) The drug is CN1CC(C)(NC(=O)Nc2cccc(-c3nnnn3C)c2)C(CN2CCC[C@@H](Cc3ccc(F)cc3)C2)OC1=O. The result is 0 (non-blocker). (4) The drug is CCOCCn1c([C@@H]2CCCN(C)C2)nc2ccccc21. The result is 1 (blocker). (5) The compound is Cn1c(SCCCN2CC3CCN(c4ccc(C#N)cc4)C3C2)nnc1-c1cnccn1. The result is 1 (blocker). (6) The compound is Oc1noc2cc(Cl)ccc12. The result is 0 (non-blocker). (7) The drug is CC(C)(O)COCc1cccc(Nc2sc(-c3c(F)cc(C(C)(C)O)cc3F)cc2C(N)=O)n1. The result is 0 (non-blocker).